This data is from Catalyst prediction with 721,799 reactions and 888 catalyst types from USPTO. The task is: Predict which catalyst facilitates the given reaction. (1) Reactant: [F:1][C:2]1[CH:7]=[CH:6][CH:5]=[CH:4][C:3]=1[CH:8]=[CH:9][C:10]([NH:12][C@H:13]([C:26]([OH:28])=[O:27])[CH2:14][CH2:15][CH2:16][CH2:17][NH:18]C(OC(C)(C)C)=O)=[O:11].[ClH:29].O1CCOCC1. Product: [ClH:29].[F:1][C:2]1[CH:7]=[CH:6][CH:5]=[CH:4][C:3]=1[CH:8]=[CH:9][C:10]([NH:12][C@H:13]([C:26]([OH:28])=[O:27])[CH2:14][CH2:15][CH2:16][CH2:17][NH2:18])=[O:11]. The catalyst class is: 2. (2) Reactant: [F:1][C:2]([F:12])([F:11])[C:3]1[CH:8]=[CH:7][N:6]=[CH:5][C:4]=1[CH2:9]O.P(Br)(Br)[Br:14].O. Product: [Br:14][CH2:9][C:4]1[CH:5]=[N:6][CH:7]=[CH:8][C:3]=1[C:2]([F:12])([F:11])[F:1]. The catalyst class is: 27. (3) Reactant: [Si]([O:8][CH2:9][CH2:10][C:11]1[CH:12]=[C:13]([CH2:16][C:17]#N)[S:14][CH:15]=1)(C(C)(C)C)(C)C.[OH-:19].[K+].[OH2:21]. Product: [OH:8][CH2:9][CH2:10][C:11]1[CH:12]=[C:13]([CH2:16][C:17]([OH:21])=[O:19])[S:14][CH:15]=1. The catalyst class is: 8. (4) Reactant: [CH3:1][C:2]([C:35]([OH:37])=[O:36])([C:4]1[CH:5]=[CH:6][C:7]([CH:10]([OH:34])[CH2:11][CH2:12][CH2:13][N:14]2[CH2:19][CH2:18][CH:17]([C:20]([OH:33])([C:27]3[CH:28]=[CH:29][CH:30]=[CH:31][CH:32]=3)[C:21]3[CH:22]=[CH:23][CH:24]=[CH:25][CH:26]=3)[CH2:16][CH2:15]2)=[CH:8][CH:9]=1)[CH3:3].Cl.CO.C(N(CC)CC)C. Product: [CH3:3][C:2]([C:35]([OH:37])=[O:36])([C:4]1[CH:9]=[CH:8][C:7]([CH:10]([OH:34])[CH2:11][CH2:12][CH2:13][N:14]2[CH2:15][CH2:16][CH:17]([C:20]([OH:33])([C:21]3[CH:26]=[CH:25][CH:24]=[CH:23][CH:22]=3)[C:27]3[CH:28]=[CH:29][CH:30]=[CH:31][CH:32]=3)[CH2:18][CH2:19]2)=[CH:6][CH:5]=1)[CH3:1]. The catalyst class is: 15.